This data is from Forward reaction prediction with 1.9M reactions from USPTO patents (1976-2016). The task is: Predict the product of the given reaction. (1) The product is: [CH3:1][O:2][C:3]1[CH:4]=[C:5]([C:11]2[C:19]3[C:14](=[N:15][CH:16]=[CH:17][CH:18]=3)[N:13]([C:35]([C:26]3[C:27]4[C:32](=[CH:31][CH:30]=[CH:29][CH:28]=4)[CH:33]=[CH:34][C:25]=3[O:24][CH2:22][CH3:23])=[O:36])[CH:12]=2)[CH:6]=[CH:7][C:8]=1[O:9][CH3:10]. Given the reactants [CH3:1][O:2][C:3]1[CH:4]=[C:5]([C:11]2[C:19]3[C:14](=[N:15][CH:16]=[CH:17][CH:18]=3)[NH:13][CH:12]=2)[CH:6]=[CH:7][C:8]=1[O:9][CH3:10].[H-].[Na+].[CH2:22]([O:24][C:25]1[CH:34]=[CH:33][C:32]2[C:27](=[CH:28][CH:29]=[CH:30][CH:31]=2)[C:26]=1[C:35](Cl)=[O:36])[CH3:23], predict the reaction product. (2) Given the reactants Cl.Cl.[F:3][C:4]1[CH:9]=[CH:8][C:7]([CH:10]([N:13]2[CH2:18][CH2:17][NH:16][CH2:15][CH2:14]2)[CH2:11][NH2:12])=[CH:6][CH:5]=1.ClC1C=CC(C(N2CCN([C:37]3[C:38]4[CH2:45][CH2:44][NH:43][C:39]=4[N:40]=[CH:41][N:42]=3)CC2)CN(C)C)=CC=1F, predict the reaction product. The product is: [N:40]1[C:39]2[NH:43][CH2:44][CH2:45][C:38]=2[C:37]([N:16]2[CH2:15][CH2:14][N:13]([CH:10]([C:7]3[CH:8]=[CH:9][C:4]([F:3])=[CH:5][CH:6]=3)[CH2:11][NH2:12])[CH2:18][CH2:17]2)=[N:42][CH:41]=1. (3) Given the reactants Cl[CH2:2][C:3]1[NH:7][C:6]2[CH:8]=[CH:9][CH:10]=[CH:11][C:5]=2[N:4]=1.[CH2:12]([CH:19]1[CH2:24][CH2:23][NH:22][CH2:21][CH2:20]1)[C:13]1[CH:18]=[CH:17][CH:16]=[CH:15][CH:14]=1.O, predict the reaction product. The product is: [CH2:12]([CH:19]1[CH2:24][CH2:23][N:22]([CH2:2][C:3]2[NH:7][C:6]3[CH:8]=[CH:9][CH:10]=[CH:11][C:5]=3[N:4]=2)[CH2:21][CH2:20]1)[C:13]1[CH:18]=[CH:17][CH:16]=[CH:15][CH:14]=1. (4) Given the reactants [NH:1]1[C:9]2[CH2:8][CH2:7][CH2:6][CH2:5][C:4]=2[CH:3]=[N:2]1.[OH-].[K+].[I:12]I, predict the reaction product. The product is: [I:12][C:3]1[C:4]2[CH2:5][CH2:6][CH2:7][CH2:8][C:9]=2[NH:1][N:2]=1. (5) The product is: [CH3:27][S:28]([N:31]1[CH2:32][CH2:33][CH:34]([NH:37][C:12]([C:8]2[C:7]([NH:6][C:4](=[O:5])[C:3]3[C:15]([Cl:19])=[CH:16][CH:17]=[CH:18][C:2]=3[Cl:1])=[CH:11][NH:10][N:9]=2)=[O:14])[CH2:35][CH2:36]1)(=[O:30])=[O:29]. Given the reactants [Cl:1][C:2]1[CH:18]=[CH:17][CH:16]=[C:15]([Cl:19])[C:3]=1[C:4]([NH:6][C:7]1[C:8]([C:12]([OH:14])=O)=[N:9][NH:10][CH:11]=1)=[O:5].FC(F)(F)C(O)=O.[CH3:27][S:28]([N:31]1[CH2:36][CH2:35][CH:34]([NH2:37])[CH2:33][CH2:32]1)(=[O:30])=[O:29].C(Cl)CCl.C1C=CC2N(O)N=NC=2C=1.C(N(CC)CC)C, predict the reaction product. (6) The product is: [F:11][C:12]1[CH:40]=[CH:39][C:15]([C:16]([N:18]2[CH2:19][C:20]([CH2:25][O:26][C:27]3[CH:36]=[CH:35][C:34]4[C:29](=[CH:30][CH:31]=[C:32]([O:37][CH3:38])[CH:33]=4)[CH:28]=3)([C:22]([NH:24][S:42]([CH3:41])(=[O:44])=[O:43])=[O:23])[CH2:21]2)=[O:17])=[CH:14][CH:13]=1. Given the reactants C[Si]([N-][Si](C)(C)C)(C)C.[Na+].[F:11][C:12]1[CH:40]=[CH:39][C:15]([C:16]([N:18]2[CH2:21][C:20]([CH2:25][O:26][C:27]3[CH:36]=[CH:35][C:34]4[C:29](=[CH:30][CH:31]=[C:32]([O:37][CH3:38])[CH:33]=4)[CH:28]=3)([C:22]([NH2:24])=[O:23])[CH2:19]2)=[O:17])=[CH:14][CH:13]=1.[CH3:41][S:42](Cl)(=[O:44])=[O:43], predict the reaction product.